Dataset: Peptide-MHC class II binding affinity with 134,281 pairs from IEDB. Task: Regression. Given a peptide amino acid sequence and an MHC pseudo amino acid sequence, predict their binding affinity value. This is MHC class II binding data. (1) The peptide sequence is TRGAVLTYNGKRLEP. The MHC is DRB1_0301 with pseudo-sequence DRB1_0301. The binding affinity (normalized) is 0.439. (2) The peptide sequence is YGKFLANVSTVLTGK. The MHC is DRB1_1101 with pseudo-sequence DRB1_1101. The binding affinity (normalized) is 0.758. (3) The peptide sequence is INEPTAAQIAYGLDR. The MHC is HLA-DQA10102-DQB10602 with pseudo-sequence HLA-DQA10102-DQB10602. The binding affinity (normalized) is 0.905. (4) The peptide sequence is YGGSWKLEGRWDGEE. The MHC is HLA-DQA10102-DQB10501 with pseudo-sequence HLA-DQA10102-DQB10501. The binding affinity (normalized) is 0.289. (5) The peptide sequence is AFKVALTAANAAPAN. The MHC is HLA-DPA10201-DPB11401 with pseudo-sequence HLA-DPA10201-DPB11401. The binding affinity (normalized) is 0.806. (6) The peptide sequence is WLDAKSTWYGKPTGAGPKDN. The MHC is DRB3_0202 with pseudo-sequence DRB3_0202. The binding affinity (normalized) is 0.0759.